From a dataset of Peptide-MHC class II binding affinity with 134,281 pairs from IEDB. Regression. Given a peptide amino acid sequence and an MHC pseudo amino acid sequence, predict their binding affinity value. This is MHC class II binding data. The peptide sequence is LLTSGMVIFFMSPKGK. The MHC is DRB1_0301 with pseudo-sequence DRB1_0301. The binding affinity (normalized) is 0.